From a dataset of Forward reaction prediction with 1.9M reactions from USPTO patents (1976-2016). Predict the product of the given reaction. Given the reactants [Cl:1][C:2]1[CH:7]=[CH:6][C:5]([C:8]2([OH:23])[CH2:13][CH2:12][N:11](C(OC(C)(C)C)=O)[CH2:10][C:9]2([CH3:22])[CH3:21])=[CH:4][C:3]=1[O:24][CH3:25].Cl, predict the reaction product. The product is: [ClH:1].[Cl:1][C:2]1[CH:7]=[CH:6][C:5]([C:8]2([OH:23])[CH2:13][CH2:12][NH:11][CH2:10][C:9]2([CH3:21])[CH3:22])=[CH:4][C:3]=1[O:24][CH3:25].